Dataset: NCI-60 drug combinations with 297,098 pairs across 59 cell lines. Task: Regression. Given two drug SMILES strings and cell line genomic features, predict the synergy score measuring deviation from expected non-interaction effect. (1) Drug 1: C1C(C(OC1N2C=C(C(=O)NC2=O)F)CO)O. Drug 2: CC1C(C(CC(O1)OC2CC(CC3=C2C(=C4C(=C3O)C(=O)C5=C(C4=O)C(=CC=C5)OC)O)(C(=O)CO)O)N)O.Cl. Cell line: RXF 393. Synergy scores: CSS=26.4, Synergy_ZIP=-4.50, Synergy_Bliss=-3.90, Synergy_Loewe=-2.13, Synergy_HSA=-0.774. (2) Drug 1: C1CN1P(=S)(N2CC2)N3CC3. Drug 2: CC1=C2C(C(=O)C3(C(CC4C(C3C(C(C2(C)C)(CC1OC(=O)C(C(C5=CC=CC=C5)NC(=O)OC(C)(C)C)O)O)OC(=O)C6=CC=CC=C6)(CO4)OC(=O)C)O)C)O. Cell line: U251. Synergy scores: CSS=7.19, Synergy_ZIP=-3.98, Synergy_Bliss=1.46, Synergy_Loewe=-0.0483, Synergy_HSA=1.73.